Regression. Given a target protein amino acid sequence and a drug SMILES string, predict the binding affinity score between them. We predict pIC50 (pIC50 = -log10(IC50 in M); higher means more potent). Dataset: bindingdb_ic50. From a dataset of Drug-target binding data from BindingDB using IC50 measurements. (1) The small molecule is O=c1ncn2nc(Sc3ccc(F)cc3F)ccc2c1-c1c(Cl)cccc1Cl. The target protein sequence is MSQERPTFYRQELNKTIWEVPERYQNLSPVGSGAYGSVCAAFDTKTGHRVAVKKLSRPFQSIIHAKRTYRELRLLKHMKHENVIGLLDVFTPARSLEEFNDVYLVTHLMDADLNNIVKCQKLTDDHVQFLIYQILRGLKYIHSADIIHRDLKPSNLAVNEDCELKILDFGLARHTDDEMTGYVATRWYRAPEIMLNWMHYNQTVDIWSVGCIMAELLTGRTLFPGTDHIDQLKLILRLVGTPGAELLKKISSESARNYIQSLAQMPKMNFANVFIGANPLAVDLLEKMLVLDSDKRITAAQALAHAYFAQYHDPDDEPVADPYDQSFESRDLLIDEWKSLTYDEVISFVPPPLDQEEMES. The pIC50 is 6.9. (2) The drug is O=S(=O)(Cc1ccccc1)[C@H]1O[C@H](CO)[C@@H](O)[C@H](O)[C@@H]1O. The target protein (P53624) has sequence MYRISPIGRKSNFHSREKCLIGLVLVTLCFLCFGGIFLLPDNFGSDRVLRVYKHFRKAGPEIFIPAPPLAAHAPHRSEDPHFIGDRQRLEQKIRAELGDMLDEPPAAGGGEPGQFQVLAQQAQAPAPVAALADQPLDQDEGHAAIPVLAAPVQGDNAASQASSHPQSSAQQHNQQQPQLPLGGGGNDQAPDTLDATLEERRQKVKEMMEHAWHNYKLYAWGKNELRPLSQRPHSASIFGSYDLGATIVDGLDTLYIMGLEKEYREGRDWIERKFSLDNISAELSVFETNIRFVGGMLTLYAFTGDPLYKEKAQHVADKLLPAFQTPTGIPYALVNTKTGVAKNYGWASGGSSILSEFGTLHLEFAYLSDITGNPLYRERVQTIRQVLKEIEKPKGLYPNFLNPKTGKWGQLHMSLGALGDSYYEYLLKAWLQSGQTDEEAREMFDEAMLAILDKMVRTSPGGLTYVSDLKFDRLEHKMDHLACFSGGLFALGAATRQNDY.... The pIC50 is 2.7. (3) The small molecule is NCCCC[C@H](N)C(=O)NCC(=O)N[C@@H](Cc1ccc(O)cc1)C(=O)N[C@@H](Cc1ccc(O)cc1)C(=O)NCCCCCC(=O)NCCCC[C@@H]1CNC(=O)C[C@H](CCCCNC(=O)CCCCCNC(=O)[C@H](Cc2ccc(O)cc2)NC(=O)[C@H](Cc2ccc(O)cc2)NC(=O)CNC(=O)[C@@H](N)CCCCN)NC[C@H](CCCCNC(=O)CCCCCNC(=O)[C@H](Cc2ccc(O)cc2)NC(=O)[C@H](Cc2ccc(O)cc2)NC(=O)CNC(=O)[C@@H](N)CCCCN)NC(=O)C1. The target protein (P25942) has sequence MVRLPLQCVLWGCLLTAVHPEPPTACREKQYLINSQCCSLCQPGQKLVSDCTEFTETECLPCGESEFLDTWNRETHCHQHKYCDPNLGLRVQQKGTSETDTICTCEEGWHCTSEACESCVLHRSCSPGFGVKQIATGVSDTICEPCPVGFFSNVSSAFEKCHPWTSCETKDLVVQQAGTNKTDVVCGPQDRLRALVVIPIIFGILFAILLVLVFIKKVAKKPTNKAPHPKQEPQEINFPDDLPGSNTAAPVQETLHGCQPVTQEDGKESRISVQERQ. The pIC50 is 7.3. (4) The drug is CC(=O)c1nn(CC(=O)N2[C@H](C(=O)N[C@H](C)C3CCCCC3)C[C@H]3C[C@H]32)c2cnccc12. The target protein (P00746) has sequence MHSWERLAVLVLLGAAACAAPPRGRILGGREAEAHARPYMASVQLNGAHLCGGVLVAEQWVLSAAHCLEDAADGKVQVLLGAHSLSQPEPSKRLYDVLRAVPHPDSQPDTIDHDLLLLQLSEKATLGPAVRPLPWQRVDRDVAPGTLCDVAGWGIVNHAGRRPDSLQHVLLPVLDRATCNRRTHHDGAITERLMCAESNRRDSCKGDSGGPLVCGGVLEGVVTSGSRVCGNRKKPGIYTRVASYAAWIDSVLA. The pIC50 is 7.2. (5) The drug is Cc1ncn(-c2ccc(C(=O)N[C@H]3[C@H]4CC[C@H]3N(c3ncc(Cl)c5cnoc35)C4)c(Cl)c2)n1. The target protein (P16296) has sequence MADAPGLIPIFLLGYLLSTECAVFLDRENATKILTRPKRYNSGKLEEFVQGNLERECIEERCSFEEAREVFENTEKTTEFWKQYVDGDQCESNPCLNGGICKDDINSYECWCQAGFEGRNCELDATCSIKNGRCKQFCKNSPDNKIICSCTEGYQLAEDQKSCEPAVPFPCGRVSVAYNSKKITRAETVFSNTDYGNSTELILDDITNSTILDNLTENSEPINDFTRVVGGENAKPGQIPWQVILNGEIEAFCGGAIINEKWIVTAAHCLKPGDKIEVVAGEHNIDEKEDTEQRRNVIRTIPHHQYNATINKYSHDIALLELDKPLILNSYVTPICVANKEYTNIFLKFGSGYVSGWGKVFNKGRQASILQYLRVPLVDRATCLRSTKFSIYNNMFCAGYREGGKDSCEGDSGGPHVTEVEGTSFLTGIISWGEECAMKGKYGIYTKVSRYVNWIKEKTKLT. The pIC50 is 8.4. (6) The pIC50 is 4.9. The target protein (P14488) has sequence MKNTLLKLGVCVSLLGITPFVSTISSVQAERTVEHKVIKNETGTISISQLNKNVWVHTELGYFSGEAVPSNGLVLNTSKGLVLVDSSWDDKLTKELIEMVEKKFKKRVTDVIITHAHADRIGGMKTLKERGIKAHSTALTAELAKKNGYEEPLGDLQSVTNLKFGNMKVETFYPGKGHTEDNIVVWLPQYQILAGGCLVKSASSKDLGNVADAYVNEWSTSIENVLKRYGNINLVVPGHGEVGDRGLLLHTLDLLK. The small molecule is CC1(C)[C@H](C(=O)O)N2C(=O)[C@H](CS)[C@H]2S1(=O)=O.